Predict the reactants needed to synthesize the given product. From a dataset of Full USPTO retrosynthesis dataset with 1.9M reactions from patents (1976-2016). (1) Given the product [NH2:1][C:4]1[CH:5]=[C:6]([CH:14]=[CH:15][C:16]=1[NH:17][C:18]1[CH:23]=[CH:22][CH:21]=[C:20]([N:24]2[CH2:29][CH2:28][N:27]([CH2:30][C:31]([OH:33])=[O:32])[CH2:26][CH2:25]2)[CH:19]=1)[C:7]([O:9][CH2:10][CH2:11][O:12][CH3:13])=[O:8], predict the reactants needed to synthesize it. The reactants are: [N+:1]([C:4]1[CH:5]=[C:6]([CH:14]=[CH:15][C:16]=1[NH:17][C:18]1[CH:23]=[CH:22][CH:21]=[C:20]([N:24]2[CH2:29][CH2:28][N:27]([CH2:30][C:31]([O:33]CC3C=CC=CC=3)=[O:32])[CH2:26][CH2:25]2)[CH:19]=1)[C:7]([O:9][CH2:10][CH2:11][O:12][CH3:13])=[O:8])([O-])=O.C([O-])=O.[NH4+]. (2) Given the product [Br:6][C:7]1[CH:12]=[CH:11][C:10]([CH2:13][O:14][C:18]2[C:23]([F:24])=[CH:22][CH:21]=[CH:20][N:19]=2)=[CH:9][CH:8]=1, predict the reactants needed to synthesize it. The reactants are: CN(C)C=O.[Br:6][C:7]1[CH:12]=[CH:11][C:10]([CH2:13][OH:14])=[CH:9][CH:8]=1.[H-].[Na+].Cl[C:18]1[C:23]([F:24])=[CH:22][CH:21]=[CH:20][N:19]=1. (3) Given the product [CH3:32][O:31][C:20]1[CH:21]=[C:22]([CH:25]2[CH2:30][CH2:29][N:28]([CH2:33][C@H:34]([OH:36])[CH3:35])[CH2:27][CH2:26]2)[CH:23]=[CH:24][C:19]=1[NH:18][C:15]1[N:14]=[CH:13][C:12]2=[CH:11][CH:10]=[C:9]([C:4]3[CH:5]=[CH:6][CH:7]=[CH:8][C:3]=3[O:2][CH3:1])[N:17]2[N:16]=1, predict the reactants needed to synthesize it. The reactants are: [CH3:1][O:2][C:3]1[CH:8]=[CH:7][CH:6]=[CH:5][C:4]=1[C:9]1[N:17]2[C:12]([CH:13]=[N:14][C:15]([NH:18][C:19]3[CH:24]=[CH:23][C:22]([CH:25]4[CH2:30][CH2:29][NH:28][CH2:27][CH2:26]4)=[CH:21][C:20]=3[O:31][CH3:32])=[N:16]2)=[CH:11][CH:10]=1.[CH2:33]1[O:36][C@@H:34]1[CH3:35]. (4) Given the product [CH3:21][C:18]1[N:14]2[C:15](=[O:17])[C:16]3[NH:8][C:9]([N:14]4[CH:13]=[N:20][N:19]=[CH:18]4)=[N:10][C:11]=3[N:12]([CH2:22][CH2:23][CH2:24][CH2:25][CH3:26])[C:13]2=[N:20][N:19]=1, predict the reactants needed to synthesize it. The reactants are: COC1C=CC(C[N:8]2[C:16]3[C:15](=[O:17])[N:14]4[C:18]([CH3:21])=[N:19][N:20]=[C:13]4[N:12]([CH2:22][CH2:23][CH2:24][CH2:25][CH3:26])[C:11]=3[N:10]=[C:9]2N2C=NC=N2)=CC=1. (5) Given the product [CH2:20]([N:14]1[C:13]2[CH:12]=[CH:11][C:10]([CH:17]=[O:18])=[CH:9][C:8]=2[C:7]2[C:15]1=[CH:16][C:4]([F:3])=[CH:5][CH:6]=2)[CH3:21], predict the reactants needed to synthesize it. The reactants are: [H-].[Na+].[F:3][C:4]1[CH:16]=[C:15]2[C:7]([C:8]3[CH:9]=[C:10]([CH:17]=[O:18])[CH:11]=[CH:12][C:13]=3[NH:14]2)=[CH:6][CH:5]=1.I[CH2:20][CH3:21].O.